Task: Predict the product of the given reaction.. Dataset: Forward reaction prediction with 1.9M reactions from USPTO patents (1976-2016) Given the reactants [O:1]1[C:5]2[CH:6]=[CH:7][CH:8]=[CH:9][C:4]=2[C:3](=[O:10])[CH2:2]1.O1CCCC1.[BH4-].[Na+].O, predict the reaction product. The product is: [O:1]1[C:5]2[CH:6]=[CH:7][CH:8]=[CH:9][C:4]=2[CH:3]([OH:10])[CH2:2]1.